Task: Predict which catalyst facilitates the given reaction.. Dataset: Catalyst prediction with 721,799 reactions and 888 catalyst types from USPTO Reactant: [O:1]=[C:2]1[N:6]([C:7]2[CH:8]=[C:9]([CH:19]=[CH:20][CH:21]=2)[CH2:10][NH:11]C(=O)OC(C)(C)C)[CH2:5][CH2:4][O:3]1.[ClH:22]. Product: [ClH:22].[NH2:11][CH2:10][C:9]1[CH:8]=[C:7]([N:6]2[CH2:5][CH2:4][O:3][C:2]2=[O:1])[CH:21]=[CH:20][CH:19]=1. The catalyst class is: 4.